From a dataset of Forward reaction prediction with 1.9M reactions from USPTO patents (1976-2016). Predict the product of the given reaction. Given the reactants Br[C@@H:2]1[CH2:10][C:9]2[C:4](=[CH:5][CH:6]=[CH:7][CH:8]=2)[C@H:3]1[OH:11].[C:12]1(=[O:22])[NH:16][C:15](=[O:17])[C:14]2=[CH:18][CH:19]=[CH:20][CH:21]=[C:13]12.[K], predict the reaction product. The product is: [OH:11][C@@H:3]1[C:4]2[C:9](=[CH:8][CH:7]=[CH:6][CH:5]=2)[CH2:10][C@H:2]1[N:16]1[C:15](=[O:17])[C:14]2=[CH:18][CH:19]=[CH:20][CH:21]=[C:13]2[C:12]1=[O:22].